This data is from Peptide-MHC class II binding affinity with 134,281 pairs from IEDB. The task is: Regression. Given a peptide amino acid sequence and an MHC pseudo amino acid sequence, predict their binding affinity value. This is MHC class II binding data. The peptide sequence is YKICTDKMFFVKNPT. The MHC is DRB5_0101 with pseudo-sequence DRB5_0101. The binding affinity (normalized) is 0.551.